Dataset: NCI-60 drug combinations with 297,098 pairs across 59 cell lines. Task: Regression. Given two drug SMILES strings and cell line genomic features, predict the synergy score measuring deviation from expected non-interaction effect. (1) Drug 1: CC=C1C(=O)NC(C(=O)OC2CC(=O)NC(C(=O)NC(CSSCCC=C2)C(=O)N1)C(C)C)C(C)C. Drug 2: CN(CC1=CN=C2C(=N1)C(=NC(=N2)N)N)C3=CC=C(C=C3)C(=O)NC(CCC(=O)O)C(=O)O. Cell line: NCIH23. Synergy scores: CSS=20.3, Synergy_ZIP=-4.80, Synergy_Bliss=-1.97, Synergy_Loewe=-5.05, Synergy_HSA=-1.18. (2) Drug 1: CC=C1C(=O)NC(C(=O)OC2CC(=O)NC(C(=O)NC(CSSCCC=C2)C(=O)N1)C(C)C)C(C)C. Drug 2: C(CCl)NC(=O)N(CCCl)N=O. Cell line: UO-31. Synergy scores: CSS=-0.918, Synergy_ZIP=0.157, Synergy_Bliss=0.571, Synergy_Loewe=-1.42, Synergy_HSA=-1.50. (3) Drug 1: C(=O)(N)NO. Drug 2: C(CC(=O)O)C(=O)CN.Cl. Cell line: HCC-2998. Synergy scores: CSS=43.6, Synergy_ZIP=-5.64, Synergy_Bliss=-4.47, Synergy_Loewe=0.502, Synergy_HSA=1.69. (4) Drug 1: CC1C(C(CC(O1)OC2CC(CC3=C2C(=C4C(=C3O)C(=O)C5=C(C4=O)C(=CC=C5)OC)O)(C(=O)C)O)N)O.Cl. Drug 2: CC1C(C(=O)NC(C(=O)N2CCCC2C(=O)N(CC(=O)N(C(C(=O)O1)C(C)C)C)C)C(C)C)NC(=O)C3=C4C(=C(C=C3)C)OC5=C(C(=O)C(=C(C5=N4)C(=O)NC6C(OC(=O)C(N(C(=O)CN(C(=O)C7CCCN7C(=O)C(NC6=O)C(C)C)C)C)C(C)C)C)N)C. Cell line: PC-3. Synergy scores: CSS=5.12, Synergy_ZIP=-2.81, Synergy_Bliss=1.34, Synergy_Loewe=1.74, Synergy_HSA=1.19. (5) Drug 1: C1CN(CCN1C(=O)CCBr)C(=O)CCBr. Drug 2: C1CCC(C(C1)N)N.C(=O)(C(=O)[O-])[O-].[Pt+4]. Cell line: MALME-3M. Synergy scores: CSS=26.9, Synergy_ZIP=-3.96, Synergy_Bliss=-0.889, Synergy_Loewe=-2.51, Synergy_HSA=-2.11. (6) Drug 1: C1=CC(=CC=C1CCCC(=O)O)N(CCCl)CCCl. Drug 2: C(CC(=O)O)C(=O)CN.Cl. Cell line: PC-3. Synergy scores: CSS=25.7, Synergy_ZIP=-8.26, Synergy_Bliss=-7.02, Synergy_Loewe=-4.31, Synergy_HSA=-3.06. (7) Drug 1: CCC1(CC2CC(C3=C(CCN(C2)C1)C4=CC=CC=C4N3)(C5=C(C=C6C(=C5)C78CCN9C7C(C=CC9)(C(C(C8N6C)(C(=O)OC)O)OC(=O)C)CC)OC)C(=O)OC)O.OS(=O)(=O)O. Drug 2: CC1=C(C(=O)C2=C(C1=O)N3CC4C(C3(C2COC(=O)N)OC)N4)N. Cell line: SW-620. Synergy scores: CSS=33.6, Synergy_ZIP=2.15, Synergy_Bliss=1.90, Synergy_Loewe=0.0195, Synergy_HSA=3.64. (8) Drug 1: C1=CC(=C2C(=C1NCCNCCO)C(=O)C3=C(C=CC(=C3C2=O)O)O)NCCNCCO. Drug 2: C1=CC=C(C(=C1)C(C2=CC=C(C=C2)Cl)C(Cl)Cl)Cl. Cell line: HCT-15. Synergy scores: CSS=63.1, Synergy_ZIP=4.47, Synergy_Bliss=3.04, Synergy_Loewe=-48.7, Synergy_HSA=4.29. (9) Drug 1: C1CCC(C1)C(CC#N)N2C=C(C=N2)C3=C4C=CNC4=NC=N3. Drug 2: CCC1=CC2CC(C3=C(CN(C2)C1)C4=CC=CC=C4N3)(C5=C(C=C6C(=C5)C78CCN9C7C(C=CC9)(C(C(C8N6C)(C(=O)OC)O)OC(=O)C)CC)OC)C(=O)OC.C(C(C(=O)O)O)(C(=O)O)O. Cell line: CCRF-CEM. Synergy scores: CSS=64.8, Synergy_ZIP=9.92, Synergy_Bliss=8.07, Synergy_Loewe=-37.0, Synergy_HSA=7.09.